This data is from Forward reaction prediction with 1.9M reactions from USPTO patents (1976-2016). The task is: Predict the product of the given reaction. (1) Given the reactants [CH3:1][C:2]1[C:3](=[O:10])[NH:4][C:5](=[S:9])[NH:6][C:7]=1[CH3:8].[OH-].[Na+].CI.[C:15](O)(=O)C, predict the reaction product. The product is: [CH3:1][C:2]1[C:3](=[O:10])[NH:4][C:5]([S:9][CH3:15])=[N:6][C:7]=1[CH3:8]. (2) Given the reactants [H-].[Na+].[N:3]1([C:12]2[CH:19]=[CH:18][C:15]([C:16]#[N:17])=[CH:14][CH:13]=2)[C:7]2=[N:8][CH:9]=[CH:10][CH:11]=[C:6]2[CH:5]=[CH:4]1.[NH2:20][C:21]1[CH:22]=[N:23][CH:24]=[N:25][CH:26]=1.CCOC(C)=O, predict the reaction product. The product is: [N:23]1[CH:22]=[C:21]([N:20]=[C:16]([NH2:17])[C:15]2[CH:14]=[CH:13][C:12]([N:3]3[C:7]4=[N:8][CH:9]=[CH:10][CH:11]=[C:6]4[CH:5]=[CH:4]3)=[CH:19][CH:18]=2)[CH:26]=[N:25][CH:24]=1. (3) The product is: [CH3:1][O:2][C:3]1[CH:8]=[CH:7][C:6]([C:9]([CH3:13])([CH3:12])[CH2:10][NH:11][CH2:20][C:19]2[CH:18]=[CH:17][C:16]([C:15]([F:14])([F:24])[F:25])=[CH:23][CH:22]=2)=[CH:5][CH:4]=1. Given the reactants [CH3:1][O:2][C:3]1[CH:8]=[CH:7][C:6]([C:9]([CH3:13])([CH3:12])[CH2:10][NH2:11])=[CH:5][CH:4]=1.[F:14][C:15]([F:25])([F:24])[C:16]1[CH:23]=[CH:22][C:19]([CH:20]=O)=[CH:18][CH:17]=1, predict the reaction product. (4) The product is: [NH2:7][C:8]1[CH:9]=[CH:10][C:2]([Cl:1])=[CH:3][C:4]=1[CH2:5][C:6]([O-:11])=[O:14].[NH2:7][C:8]1[CH:9]=[CH:10][C:2]([Cl:1])=[CH:3][C:4]=1[CH2:5][C:6]([O-:11])=[O:14].[Ba+2:12]. Given the reactants [Cl:1][C:2]1[CH:3]=[C:4]2[C:8](=[CH:9][CH:10]=1)[NH:7][C:6](=[O:11])[CH2:5]2.[Ba:12].Cl.[OH2:14], predict the reaction product. (5) Given the reactants Br[C:2]1[CH:3]=[N:4][C:5]2[N:6]([CH:8]=[C:9]([CH2:11][O:12][C:13]3[CH:18]=[CH:17][C:16]([F:19])=[CH:15][CH:14]=3)[N:10]=2)[CH:7]=1.[F:20][C:21]1[CH:22]=[C:23](B(O)O)[CH:24]=[N:25][C:26]=1[F:27], predict the reaction product. The product is: [F:20][C:21]1[CH:22]=[C:23]([C:2]2[CH:3]=[N:4][C:5]3[N:6]([CH:8]=[C:9]([CH2:11][O:12][C:13]4[CH:18]=[CH:17][C:16]([F:19])=[CH:15][CH:14]=4)[N:10]=3)[CH:7]=2)[CH:24]=[N:25][C:26]=1[F:27]. (6) Given the reactants [F:1][C:2]1[CH:7]=CC(C=O)=[CH:4][N:3]=1.O1[CH2:14][CH2:13][CH2:12][CH2:11]1.C[Mg][Br:17].CS(Cl)(=O)=O, predict the reaction product. The product is: [Br:17][CH:12]([C:13]1[CH:14]=[CH:7][C:2]([F:1])=[N:3][CH:4]=1)[CH3:11]. (7) Given the reactants [Br:1][C:2]1[C:11]2[S:12][C:13]([CH3:16])=[C:14]([CH3:15])[C:10]=2[C:9]([C:17]2[CH:22]=[C:21]([CH3:23])[C:20]([O:24][CH3:25])=[C:19]([CH3:26])[CH:18]=2)=[C:8]2[C:3]=1[CH:4]=[CH:5][CH:6]=[CH:7]2.S(Cl)(Cl)(=O)=O.C(N(C(C)C)CC)(C)C.[C:41]([O-:44])(=[O:43])[CH3:42].[Na+], predict the reaction product. The product is: [C:41]([O:44][CH2:16][C:13]1[S:12][C:11]2[C:2]([Br:1])=[C:3]3[C:8](=[C:9]([C:17]4[CH:22]=[C:21]([CH3:23])[C:20]([O:24][CH3:25])=[C:19]([CH3:26])[CH:18]=4)[C:10]=2[C:14]=1[CH3:15])[CH:7]=[CH:6][CH:5]=[CH:4]3)(=[O:43])[CH3:42]. (8) Given the reactants [CH2:1]([P:3]([CH2:6][CH2:7][OH:8])(=[O:5])[OH:4])[CH3:2].[OH-:9].[Na+].C, predict the reaction product. The product is: [CH2:1]([P:3]([OH:4])([CH2:6][C:7]([OH:9])=[O:8])=[O:5])[CH3:2]. (9) Given the reactants C1COCC1.[CH:6]1([C:9]2[CH:14]=[C:13]([C:15](OCC)=[O:16])[CH:12]=[C:11]([O:20][CH:21]([CH3:23])[CH3:22])[C:10]=2[C:24]2[CH:29]=[CH:28][C:27]([F:30])=[CH:26][CH:25]=2)[CH2:8][CH2:7]1.[H-].[Al+3].[Li+].[H-].[H-].[H-].[OH-].[Na+], predict the reaction product. The product is: [CH:6]1([C:9]2[CH:14]=[C:13]([CH:15]=[O:16])[CH:12]=[C:11]([O:20][CH:21]([CH3:23])[CH3:22])[C:10]=2[C:24]2[CH:25]=[CH:26][C:27]([F:30])=[CH:28][CH:29]=2)[CH2:8][CH2:7]1.